From a dataset of Catalyst prediction with 721,799 reactions and 888 catalyst types from USPTO. Predict which catalyst facilitates the given reaction. (1) Reactant: C(N(CC)CC)C.[NH2:8][C:9]1[CH:10]=[N:11][C:12]2[C:17]([C:18]=1[NH:19][CH2:20][CH:21]([O:31][Si:32]([C:35]([CH3:38])([CH3:37])[CH3:36])([CH3:34])[CH3:33])[CH2:22][NH:23][C:24](=[O:30])[O:25][C:26]([CH3:29])([CH3:28])[CH3:27])=[CH:16][CH:15]=[CH:14][CH:13]=2.[Cl:39][CH2:40][C:41](Cl)=O. Product: [Si:32]([O:31][CH:21]([CH2:20][N:19]1[C:18]2[C:17]3[CH:16]=[CH:15][CH:14]=[CH:13][C:12]=3[N:11]=[CH:10][C:9]=2[N:8]=[C:41]1[CH2:40][Cl:39])[CH2:22][NH:23][C:24](=[O:30])[O:25][C:26]([CH3:27])([CH3:28])[CH3:29])([C:35]([CH3:38])([CH3:37])[CH3:36])([CH3:34])[CH3:33]. The catalyst class is: 26. (2) Reactant: [CH2:1]1[O:11][C:4]2([CH2:9][CH2:8][C:7](=O)[CH2:6][CH2:5]2)[O:3][CH2:2]1.C(O[BH-](OC(=O)C)OC(=O)C)(=O)C.[Na+].[CH2:26]([NH2:33])[C:27]1[CH:32]=[CH:31][CH:30]=[CH:29][CH:28]=1.[OH-].[Na+]. Product: [C:27]1([CH2:26][NH:33][CH:7]2[CH2:8][CH2:9][C:4]3([O:11][CH2:1][CH2:2][O:3]3)[CH2:5][CH2:6]2)[CH:32]=[CH:31][CH:30]=[CH:29][CH:28]=1. The catalyst class is: 2. (3) Reactant: [NH2:1][CH2:2][C:3]1[CH:8]=[CH:7][C:6]([C:9]2[C:10]3[CH:17]=[C:16]([C:18]4[CH:19]=[N:20][N:21]([CH2:23][CH2:24][N:25]([CH3:27])[CH3:26])[CH:22]=4)[NH:15][C:11]=3[N:12]=[CH:13][N:14]=2)=[CH:5][C:4]=1[F:28].[C:29]([C:33]1[CH:41]=[CH:40][C:36]([C:37](O)=[O:38])=[CH:35][CH:34]=1)([CH3:32])([CH3:31])[CH3:30].CN(C(ON1N=NC2C=CC=NC1=2)=[N+](C)C)C.F[P-](F)(F)(F)(F)F.CCN(C(C)C)C(C)C. Product: [C:29]([C:33]1[CH:34]=[CH:35][C:36]([C:37]([NH:1][CH2:2][C:3]2[CH:8]=[CH:7][C:6]([C:9]3[C:10]4[CH:17]=[C:16]([C:18]5[CH:19]=[N:20][N:21]([CH2:23][CH2:24][N:25]([CH3:26])[CH3:27])[CH:22]=5)[NH:15][C:11]=4[N:12]=[CH:13][N:14]=3)=[CH:5][C:4]=2[F:28])=[O:38])=[CH:40][CH:41]=1)([CH3:32])([CH3:30])[CH3:31]. The catalyst class is: 329. (4) Reactant: [CH3:1][O:2][C:3]1[CH:9]=[C:8]([N+:10]([O-:12])=[O:11])[CH:7]=[CH:6][C:4]=1[NH2:5].[CH3:13][S:14](Cl)(=[O:16])=[O:15].Cl. Product: [CH3:1][O:2][C:3]1[CH:9]=[C:8]([N+:10]([O-:12])=[O:11])[CH:7]=[CH:6][C:4]=1[NH:5][S:14]([CH3:13])(=[O:16])=[O:15]. The catalyst class is: 17. (5) Reactant: [CH3:1][N:2]1[C:10]2[C:5](=[CH:6][C:7]3[CH:15]([OH:16])[CH2:14][CH2:13][CH:12]=[CH:11][C:8]=3[CH:9]=2)[CH:4]=[CH:3]1.C[N+]1([O-])CCOCC1. Product: [CH3:1][N:2]1[C:10]2[C:5](=[CH:6][C:7]3[C:15](=[O:16])[CH2:14][CH2:13][CH:12]=[CH:11][C:8]=3[CH:9]=2)[CH:4]=[CH:3]1. The catalyst class is: 862. (6) Reactant: [NH2:1][C:2]1[N:10]=[C:9]([NH2:11])[CH:8]=[CH:7][C:3]=1[C:4]([OH:6])=O.C(N(CC)CC)C.F[P-](F)(F)(F)(F)F.N1(O[P+](N(C)C)(N(C)C)N(C)C)C2C=CC=CC=2N=N1.[CH2:46]([O:53][C:54]1[CH:61]=[CH:60][C:57]([CH2:58][NH2:59])=[CH:56][CH:55]=1)[C:47]1[CH:52]=[CH:51][CH:50]=[CH:49][CH:48]=1.N1C2C(=NC=CC=2)C=C1. Product: [NH2:1][C:2]1[N:10]=[C:9]([NH2:11])[CH:8]=[CH:7][C:3]=1[C:4]([NH:59][CH2:58][C:57]1[CH:60]=[CH:61][C:54]([O:53][CH2:46][C:47]2[CH:52]=[CH:51][CH:50]=[CH:49][CH:48]=2)=[CH:55][CH:56]=1)=[O:6]. The catalyst class is: 391.